From a dataset of Reaction yield outcomes from USPTO patents with 853,638 reactions. Predict the reaction yield, written as a fraction of the theoretical maximum amount of product (1.0 means a 100% yield; for example, 0.34 means a 34% yield). (1) The reactants are [CH3:1][O:2][CH:3]1[CH2:12][C:11]2[C:7](=[CH:8][N:9](CC3C=CC(OC)=CC=3)[N:10]=2)[C:6]2[N:22]=[C:23]([NH:25][C:26]3[N:31]=[C:30]([CH3:32])[CH:29]=[CH:28][N:27]=3)[S:24][C:5]=2[CH2:4]1. The catalyst is C(O)(C(F)(F)F)=O.C(Cl)Cl.CS(C)=O. The product is [CH3:1][O:2][CH:3]1[CH2:12][C:11]2[C:7](=[CH:8][NH:9][N:10]=2)[C:6]2[N:22]=[C:23]([NH:25][C:26]3[N:31]=[C:30]([CH3:32])[CH:29]=[CH:28][N:27]=3)[S:24][C:5]=2[CH2:4]1. The yield is 0.630. (2) The reactants are [Si]([O:8][CH:9]([C:22]1[O:23][C:24]([C:27]2[CH:28]=[C:29]([CH:32]=[CH:33][CH:34]=2)[C:30]#[N:31])=[CH:25][N:26]=1)[CH2:10][CH2:11][CH2:12][CH2:13][CH2:14][CH2:15][C:16]1[CH:21]=[CH:20][CH:19]=[CH:18][CH:17]=1)(C(C)(C)C)(C)C.[Si](OC(C1OC([Sn](CCCC)(CCCC)CCCC)=CN=1)CCCCCCC1C=CC=CC=1)(C(C)(C)C)(C)C.BrC1C=C(C=CC=1)C#N. No catalyst specified. The product is [C:16]1([CH2:15][CH2:14][CH2:13][CH2:12][CH2:11][CH2:10][C:9]([C:22]2[O:23][C:24]([C:27]3[CH:28]=[C:29]([CH:32]=[CH:33][CH:34]=3)[C:30]#[N:31])=[CH:25][N:26]=2)=[O:8])[CH:21]=[CH:20][CH:19]=[CH:18][CH:17]=1. The yield is 0.720. (3) The reactants are [I:1][C:2]1[CH:3]=[C:4]2[C:8](=[CH:9][CH:10]=1)[NH:7][C:6](=[O:11])[C:5]2=O.[NH:13]([C:15]([C:17]1[CH:22]=[CH:21][C:20]([NH:23][C:24](=[O:34])[CH2:25][CH2:26][C:27]2[CH:32]=[CH:31][CH:30]=[C:29]([OH:33])[CH:28]=2)=[CH:19][CH:18]=1)=[O:16])[NH2:14]. The catalyst is C(O)(=O)C. The product is [OH:33][C:29]1[CH:28]=[C:27]([CH2:26][CH2:25][C:24]([NH:23][C:20]2[CH:21]=[CH:22][C:17]([C:15]([NH:13][N:14]=[C:5]3[C:4]4[C:8](=[CH:9][CH:10]=[C:2]([I:1])[CH:3]=4)[NH:7][C:6]3=[O:11])=[O:16])=[CH:18][CH:19]=2)=[O:34])[CH:32]=[CH:31][CH:30]=1. The yield is 0.630. (4) The reactants are [Cl-].O[NH3+:3].[C:4](=[O:7])([O-])[OH:5].[Na+].CS(C)=O.[CH3:13][C:14]1([CH3:61])[CH2:23][CH:22]([O:24][Si:25]([CH:32]([CH3:34])[CH3:33])([CH:29]([CH3:31])[CH3:30])[CH:26]([CH3:28])[CH3:27])[C:21]2[C:16](=[CH:17][CH:18]=[C:19]([N:35]3[C:40](=[O:41])[C:39]([CH2:42][C:43]4[CH:48]=[CH:47][C:46]([C:49]5[C:50]([C:55]#[N:56])=[CH:51][CH:52]=[CH:53][CH:54]=5)=[CH:45][CH:44]=4)=[C:38]([CH2:57][CH2:58][CH3:59])[N:37]=[C:36]3[CH3:60])[CH:20]=2)[O:15]1. The catalyst is C(OCC)(=O)C. The product is [CH3:61][C:14]1([CH3:13])[CH2:23][CH:22]([O:24][Si:25]([CH:29]([CH3:31])[CH3:30])([CH:32]([CH3:33])[CH3:34])[CH:26]([CH3:27])[CH3:28])[C:21]2[C:16](=[CH:17][CH:18]=[C:19]([N:35]3[C:40](=[O:41])[C:39]([CH2:42][C:43]4[CH:44]=[CH:45][C:46]([C:49]5[CH:54]=[CH:53][CH:52]=[CH:51][C:50]=5[C:55]5[NH:3][C:4](=[O:7])[O:5][N:56]=5)=[CH:47][CH:48]=4)=[C:38]([CH2:57][CH2:58][CH3:59])[N:37]=[C:36]3[CH3:60])[CH:20]=2)[O:15]1. The yield is 1.00. (5) The reactants are [NH2:1][C:2]1[CH:10]=[CH:9][C:5]([C:6]([OH:8])=O)=[CH:4][CH:3]=1.[CH2:11]1[C@H:20]2[C@H:15]([CH2:16][CH2:17][C:18]3[CH:24]=[CH:23][CH:22]=[CH:21][C:19]=32)[NH:14][CH2:13][CH2:12]1.F[P-](F)(F)(F)(F)F.N1(OC(N(C)C)=[N+](C)C)C2N=CC=CC=2N=N1. No catalyst specified. The product is [NH2:1][C:2]1[CH:3]=[CH:4][C:5]([C:6]([N:14]2[C@@H:15]3[C@@H:20]([C:19]4[CH:21]=[CH:22][CH:23]=[CH:24][C:18]=4[CH2:17][CH2:16]3)[CH2:11][CH2:12][CH2:13]2)=[O:8])=[CH:9][CH:10]=1. The yield is 0.660.